From a dataset of Reaction yield outcomes from USPTO patents with 853,638 reactions. Predict the reaction yield, written as a fraction of the theoretical maximum amount of product (1.0 means a 100% yield; for example, 0.34 means a 34% yield). (1) The reactants are [CH2:1]([O:3][C:4]1[N:9]=[N:8][C:7]([C:10]([OH:12])=O)=[CH:6][CH:5]=1)[CH3:2].C1N=CN(C(N2C=NC=C2)=O)C=1.CS(O)(=O)=O.[NH2:30][CH2:31][C:32]1[CH:33]=[C:34]2[C:38](=[CH:39][CH:40]=1)[C:37](=[O:41])[N:36]([CH:42]1[CH2:47][CH2:46][C:45](=[O:48])[NH:44][C:43]1=[O:49])[C:35]2=[O:50].O. The catalyst is CN(C)C=O. The product is [O:49]=[C:43]1[CH:42]([N:36]2[C:35](=[O:50])[C:34]3[C:38](=[CH:39][CH:40]=[C:32]([CH2:31][NH:30][C:10]([C:7]4[N:8]=[N:9][C:4]([O:3][CH2:1][CH3:2])=[CH:5][CH:6]=4)=[O:12])[CH:33]=3)[C:37]2=[O:41])[CH2:47][CH2:46][C:45](=[O:48])[NH:44]1. The yield is 0.880. (2) The reactants are [NH2:1][C:2]1[CH:12]=[C:5]2[CH2:6][N:7]([CH3:11])[C:8](=[O:10])[CH2:9][N:4]2[N:3]=1.Br[C:14]1[C:15](=[O:22])[N:16]([CH3:21])[CH:17]=[C:18]([Br:20])[CH:19]=1.C(=O)([O-])[O-].[Cs+].[Cs+].CC1(C)C2C(=C(P(C3C=CC=CC=3)C3C=CC=CC=3)C=CC=2)OC2C(P(C3C=CC=CC=3)C3C=CC=CC=3)=CC=CC1=2. The catalyst is C1C=CC(/C=C/C(/C=C/C2C=CC=CC=2)=O)=CC=1.C1C=CC(/C=C/C(/C=C/C2C=CC=CC=2)=O)=CC=1.C1C=CC(/C=C/C(/C=C/C2C=CC=CC=2)=O)=CC=1.[Pd].[Pd].O1CCOCC1. The product is [Br:20][C:18]1[CH:19]=[C:14]([NH:1][C:2]2[CH:12]=[C:5]3[CH2:6][N:7]([CH3:11])[C:8](=[O:10])[CH2:9][N:4]3[N:3]=2)[C:15](=[O:22])[N:16]([CH3:21])[CH:17]=1. The yield is 0.610. (3) The yield is 0.850. The catalyst is CN(C)C=O. The product is [Cl:29][C:27]1[CH:26]=[CH:25][C:24]([OH:30])=[C:23]([C:15]2[N:14]([C:10]3[CH:9]=[C:8]([CH:13]=[CH:12][CH:11]=3)[C:7]([OH:32])=[O:6])[C:18]([C:19]([F:22])([F:20])[F:21])=[CH:17][CH:16]=2)[CH:28]=1. The reactants are C[S-].[Na+].C([O:6][C:7](=[O:32])[C:8]1[CH:13]=[CH:12][CH:11]=[C:10]([N:14]2[C:18]([C:19]([F:22])([F:21])[F:20])=[CH:17][CH:16]=[C:15]2[C:23]2[CH:28]=[C:27]([Cl:29])[CH:26]=[CH:25][C:24]=2[O:30]C)[CH:9]=1)C. (4) The reactants are [NH2:1][C:2]([CH3:6])([CH3:5])[CH2:3][OH:4].[Si:7](Cl)([C:10]([CH3:13])([CH3:12])[CH3:11])([CH3:9])[CH3:8].N1C=CN=C1. The catalyst is ClCCl. The product is [Si:7]([O:4][CH2:3][C:2]([CH3:6])([NH2:1])[CH3:5])([C:10]([CH3:13])([CH3:12])[CH3:11])([CH3:9])[CH3:8]. The yield is 0.760. (5) The reactants are Cl.[NH2:2][CH:3]1[CH:12]([CH2:13][C:14]2[CH:19]=[CH:18][C:17]([Cl:20])=[C:16](Cl)[CH:15]=2)[C:11]2[CH:10]=[C:9]([O:22][CH2:23][CH2:24][NH:25][S:26]([CH3:29])(=[O:28])=[O:27])[CH:8]=[CH:7][C:6]=2[CH2:5][CH2:4]1.O.NN.O.C(Cl)Cl. The catalyst is C(O)C.[Pd]. The product is [ClH:20].[NH2:2][CH:3]1[CH:12]([CH2:13][C:14]2[CH:19]=[CH:18][CH:17]=[CH:16][CH:15]=2)[C:11]2[CH:10]=[C:9]([O:22][CH2:23][CH2:24][NH:25][S:26]([CH3:29])(=[O:28])=[O:27])[CH:8]=[CH:7][C:6]=2[CH2:5][CH2:4]1. The yield is 0.720. (6) The reactants are [NH2:1][C:2]1[CH:3]=[CH:4][C:5]([C:11]([O:13]C)=[O:12])=[C:6]2[C:10]=1[O:9][CH2:8][CH2:7]2.[OH-].[Li+].O. The catalyst is CO.O1CCCC1. The product is [NH2:1][C:2]1[CH:3]=[CH:4][C:5]([C:11]([OH:13])=[O:12])=[C:6]2[C:10]=1[O:9][CH2:8][CH2:7]2. The yield is 0.800. (7) The reactants are [Cl:1][C:2]1[CH:7]=[CH:6][C:5]([O:8]C)=[CH:4][C:3]=1[C:10]1[CH:20]=[C:19]([CH3:21])[C:13]2[N:14]=[C:15]([NH2:18])[N:16]=[N:17][C:12]=2[CH:11]=1.B(Br)(Br)Br. The catalyst is C(Cl)Cl. The product is [NH2:18][C:15]1[N:16]=[N:17][C:12]2[CH:11]=[C:10]([C:3]3[CH:4]=[C:5]([OH:8])[CH:6]=[CH:7][C:2]=3[Cl:1])[CH:20]=[C:19]([CH3:21])[C:13]=2[N:14]=1. The yield is 0.730. (8) The reactants are Br[C:2]1[CH:3]=[C:4]2[C:9](=[CH:10][CH:11]=1)[N:8]=[CH:7][C:6]([C:12]([CH:14]1[CH2:16][CH2:15]1)=[O:13])=[C:5]2[NH:17][C:18]1[CH:19]=[N:20][N:21]([C@H:23]2[CH2:28][CH2:27][C@H:26]([NH:29][C:30](=[O:36])[O:31][C:32]([CH3:35])([CH3:34])[CH3:33])[CH2:25][CH2:24]2)[CH:22]=1.[Cl:37][C:38]1[CH:43]=[C:42](B2OC(C)(C)C(C)(C)O2)[CH:41]=[C:40]([Cl:53])[C:39]=1[OH:54]. No catalyst specified. The product is [CH:14]1([C:12]([C:6]2[CH:7]=[N:8][C:9]3[C:4]([C:5]=2[NH:17][C:18]2[CH:19]=[N:20][N:21]([C@H:23]4[CH2:24][CH2:25][C@H:26]([NH:29][C:30](=[O:36])[O:31][C:32]([CH3:33])([CH3:35])[CH3:34])[CH2:27][CH2:28]4)[CH:22]=2)=[CH:3][C:2]([C:42]2[CH:43]=[C:38]([Cl:37])[C:39]([OH:54])=[C:40]([Cl:53])[CH:41]=2)=[CH:11][CH:10]=3)=[O:13])[CH2:16][CH2:15]1. The yield is 0.450. (9) The reactants are [F:1][C:2]1[C:7]([C:8]2[CH:13]=[CH:12][CH:11]=[C:10]([CH3:14])[CH:9]=2)=[C:6]([C@H:15]([O:29][CH2:30][CH2:31][OH:32])[C@@H:16]2[O:21][CH2:20][CH2:19][N:18]([C:22]([O:24][C:25]([CH3:28])([CH3:27])[CH3:26])=[O:23])[CH2:17]2)[CH:5]=[CH:4][CH:3]=1.CCN(CC)CC.[CH3:40][S:41](Cl)(=[O:43])=[O:42].O. The catalyst is C(Cl)Cl. The product is [F:1][C:2]1[C:7]([C:8]2[CH:13]=[CH:12][CH:11]=[C:10]([CH3:14])[CH:9]=2)=[C:6]([C@H:15]([O:29][CH2:30][CH2:31][O:32][S:41]([CH3:40])(=[O:43])=[O:42])[C@@H:16]2[O:21][CH2:20][CH2:19][N:18]([C:22]([O:24][C:25]([CH3:26])([CH3:27])[CH3:28])=[O:23])[CH2:17]2)[CH:5]=[CH:4][CH:3]=1. The yield is 0.950.